Task: Token-level Classification. Given an antigen amino acid sequence, predict which amino acid positions are active epitope sites capable of antibody binding. Output is a list of indices for active positions.. Dataset: B-cell epitopes from IEDB database with 3,159 antigens for binding position prediction (1) Given the antigen sequence: MAKEIKFSDSARNKLFNGVQQLFDAVKVTMGPRGRNVLIQKSYGAPVITKDGVSVAKEVDLTNPIENMGAQLVKDVASKTADEAGDGTTTATVLAYGVFKEGLRNVISGANPIEIKRGMDKTVNAIVNELNKSSKKIARKDEIIQVATISANSDKKIGELIANAMEKVGSDGVITVEEAKGINDELTVVEGMQFDRGYISPYFVTDTNKMIAKLENPYILITDKKVSSIKDILPILEEIMKTGRPLLIIADDVDGEALTTLVVNKMRGVFNVVAVKAPEFGDKRKQVLEDIAILTGGSFVTDDLGISFDKVTLQDLGQAESVVIDKDNSTIVKGKGLESQIKERISKIKTAIEMTDSDYDKDSLRNRLAKLNKGVAVIKVGAVSEVELKEKKDRVDDALSATKAAIEEGIVIGGGAALVHVSKRINVNTLNLIGDEKIGYQIVMSAIMSPISQIVSNAGFDKGVVINEILKATNPHLGFNAATGKYVDMFQTGIIDPVKV..., which amino acid positions are active epitope sites? The epitope positions are: [405, 406, 407, 408, 409, 410, 411, 412, 413, 414, 415, 416, 417, 418, 419, 420, 421, 422, 423, 424... (30 total positions)]. The amino acids at these positions are: IEEGIVIGGGAALVHVSKRINVNTLNLIGD. (2) Given the antigen sequence: GRNTSSNNEVLSSCREKRKGMKWDCKKKNDRSNYVCIPDRRIQLCIVNLSIIKTYTKETMKDHFIEASKKESQLLLKKNDNKYNSKFCNDLKNSFLDYGHLAMGNDMDFGGYSTKAENKIQEVFKGAHGEISEHKIKNFRKEWWNEFREKLWEAMLSEHKNNINNCKNIPQEELQITQWIKEWHGEFLLERDNRSKLPKSKCKNNTLYEACEKECIDPCMKYRDWIIRSKFEWHTLSKEYETQKVSKENAENYLIKISENKNDAKVSLLLNNCDAEYSKYCDCKHTTTLVKSVLNGNDNTIKEKREHIDLDDFSKFGCDKNSVDTNTKVWECKKPYILSTKDVCVPPRRQELCLGNIDRIYDKNLLMIKEHILAIAIYESRILKRKYKNKDDKEVCKIINKTFADIRDIIGGTDYWNDLSNRKLVGKINTNSKYVHRNKKNDKLFRDEWWKVIKKDVWNVISWVFKDKTVCKEDDIENIPQFFRWFSEWGDDYCQDKTKM..., which amino acid positions are active epitope sites? The epitope positions are: [355, 356, 357, 358, 359, 360, 361, 362, 363, 364, 365, 366, 367, 368, 369, 370, 371, 372, 373, 374]. The amino acids at these positions are: NIDRIYDKNLLMIKEHILAI. (3) Given the antigen sequence: ILGAGFVTSQPTFVRAEEAPVASQSKAEKDYDAAVKKYEAAKKEYEDGKAAQKKYEDDQKKTEEKAEEERKASEEEQAANLKYQQELVKYIRENDPTKKAEAKKAMDEAEKEYKKKQTEFAEVRAKVIPSAEELKKTRQKAEEAKAKEAELTKKVEEAEKKVTEAKQKVDAEHAEEVAPQAKIAELEHEVQKLEKALKEIDESDSEDYVKEGLRAPLQFELDVKQAKLSKLEELSDKIDELDAEIAKLEKDVEDFKNSDGEQAGQYLAAAEEDLVAKKAELEKTEADLKKAVNEPEKPAEETPAPAPKPEQPAEQPKPAPAPQPEKPAEEPENPASAPQP, which amino acid positions are active epitope sites? The epitope positions are: [29, 30, 31, 32, 33, 34, 35, 36, 37, 38, 39]. The amino acids at these positions are: DYDAAVKKYEA. (4) Given the antigen sequence: MNPAHLLVLSAVCVSLLGSANIPPHPLNLINFMEMIRYTIPCEKTWGEYADYGCYCGAGGSGRPIDALDRCCYVHDNCYGDAEKKHKCNPKTQSYSYKLTKRTIICYGAAGTCGRIVCDCDRTAALCFGNSEYIEGHKNIDTARFCQ, which amino acid positions are active epitope sites? The epitope positions are: [126, 127, 128, 129, 130, 131, 132]. The amino acids at these positions are: CFGNSEY. (5) Given the antigen sequence: MSSSGAKDKPELQFPFLQDEDTVATLHECKTLFILRGLPGSGKSTLARLNPWRSTTTAPRWCLLMLTRSFLALGQTSPREYKRLDEDLAGILPRDIRVLVLDDTNHERERLDQFFEMADQYQYQVVLVEPKTAWRLDCAQLKEKNQWQLLARIDDLKKLKPGLEKDFLPLYFGWFLTKKSSETLRKDSRPGSFQWKLGNHKALRKSFDTSLYMGMNPRRSLPVSYFGKRPPGVLHCTTKFCDYGKATGAEEYAQQDVVRRSYGKAFKLSISALFVTPKTAGAQVVLNEQELQLWPSDLDKPSSSESLPPGSRAHVTLGCAADVQPVQTGLDLLEILQQVKGGSQGEEVGELPRGKLYSLGKGRWMLSLAKKMEVKAIFTGTMGRANLYRTRQPKGVAMQICTII, which amino acid positions are active epitope sites? The epitope positions are: [155, 156, 157, 158, 159, 160, 161, 162, 163, 164, 165, 166]. The amino acids at these positions are: LKKLKPGLEKDF. (6) The epitope positions are: [162, 163, 164, 165, 166, 167, 168, 169, 170, 171, 172, 173, 174, 175, 176, 177, 178, 179, 180, 181... (22 total positions)]. The amino acids at these positions are: YMPPPGMIPPPGLAPGQIPPGA. Given the antigen sequence: MAVPETRPNHTIYINNLNEKIKKDELKKSLYAIFSQFGQILDILVSRSLKMRGQAFVIFKEVSSATNALRSMQGFPFYDKPMRIQYAKTDSDIIAKMKGTFVERDRKREKRKPKSQETPATKKAVQGGGATPVVGAVQGPVPGMPPMTQAPRIMHHMPGQPPYMPPPGMIPPPGLAPGQIPPGAMPPQQLMPGQMPPAQPLSENPPNHILFLTNLPEETNELMLSMLFNQFPGFKEVRLVPGRHDIAFVEFDNEVQAGAARDALQGFKITQNNAMKISFAKK, which amino acid positions are active epitope sites? (7) Given the antigen sequence: MSETAPLAPTIPAPAEKTPVKKKAKKAGATAGKRKASGPPVSELITKAVAASKERSGVSLAALKKALAAAGYDVEKNNSRIKLGLKSLVSKGTLVQTKGTGASGSFKLNKKAASGEGKPKAKKAGAAKPRKPAGAAKKPKKVAGAATPKKSIKKTPKKVKKPATAAGTKKVAKSAKKVKTPQPKKAAKSPAKAKAPKPKAAKPKSGKPKVTKAKKAAPKKK, which amino acid positions are active epitope sites? The epitope positions are: [128, 129, 130, 131, 132, 133, 134, 135, 136, 137, 138, 139, 140, 141, 142]. The amino acids at these positions are: PRKPAGAAKKPKKVA. (8) Given the antigen sequence: MHSKTAPRFLVFLLLTLLLLLAASPVASKGCVCKGKGQCLCAGTKGEKGEKGVPGSPGFPGQKGFPGPEGLPGPQGPKGSPGLPGLTGPKGIRGITGLPGFAGPPGLPGLPGHPGPRGLAGLPGCNGSKGEQGFPGFPGTPGYAGLPGPDGLKGQKGEPAQGEDRGFNGKGDPGPPGVPGFQGFPGLPGFPGPAGPPGPPGFFGLPGAMGPRGPKGHMGDSVIGQKGERGMKGLTGPPGPPGTVIFTLTQPYNKSDFKGEKGDEGERGEPGPPGPSGPPGDSYGSEKGAPGEPGPRGKPGKDGAPGFPGTEGAKGNRGFPGLRGEAGIKGRKGDIGPPGFPGPTEYYDAYLEKGERGMPGLPGPKGARGPQGPSGPPGVPGSPGLSRPGLRGPIGWPGLKGSKGERGPPGKDTVGPPGPLGCPGSPGPPGPPGPPGCPGDIVFKCSPGEHGMPGDTGPPGVPGLDGPKGEPGSPCTECHCFPGPPGVPGFPGLDGIKGIP..., which amino acid positions are active epitope sites? The epitope positions are: [1646, 1647, 1648, 1649, 1650, 1651, 1652, 1653, 1654, 1655, 1656, 1657, 1658, 1659, 1660]. The amino acids at these positions are: STVKAGDLEKIISRC.